From a dataset of Catalyst prediction with 721,799 reactions and 888 catalyst types from USPTO. Predict which catalyst facilitates the given reaction. (1) Product: [CH2:1]([O:3][C:4]([C:6]1[C:10]([CH2:13][OH:16])=[C:9]([O:11][CH:22]([F:24])[F:23])[N:8]([CH3:12])[N:7]=1)=[O:5])[CH3:2]. The catalyst class is: 384. Reactant: [CH2:1]([O:3][C:4]([C:6]1[CH:10]=[C:9]([OH:11])[N:8]([CH3:12])[N:7]=1)=[O:5])[CH3:2].[C:13](=[O:16])([O-])[O-].[K+].[K+].C=O.Cl[CH:22]([F:24])[F:23]. (2) Reactant: [CH3:1][C:2](=[CH2:18])[C:3]([NH:5][C:6]1[CH:11]=[CH:10][C:9]([C:12]#[N:13])=[C:8]([C:14]([F:17])([F:16])[F:15])[CH:7]=1)=[O:4].C(O)(C(F)(F)F)=[O:20].OO. Product: [C:12]([C:9]1[CH:10]=[CH:11][C:6]([NH:5][C:3]([C:2]2([CH3:1])[CH2:18][O:20]2)=[O:4])=[CH:7][C:8]=1[C:14]([F:15])([F:16])[F:17])#[N:13]. The catalyst class is: 2. (3) Product: [ClH:41].[CH3:1][O:2][CH2:3][CH2:4][N:5]([CH2:23][C:24]1[CH:25]=[CH:26][C:27]([O:28][C:29]([CH3:38])([CH3:37])[C:30]([OH:32])=[O:31])=[CH:39][CH:40]=1)[CH2:6][C:7]([NH:9][C:10]1[CH:15]=[CH:14][C:13]([CH:16]([CH3:18])[CH3:17])=[CH:12][C:11]=1[C:19]([F:22])([F:21])[F:20])=[O:8]. The catalyst class is: 13. Reactant: [CH3:1][O:2][CH2:3][CH2:4][N:5]([CH2:23][C:24]1[CH:40]=[CH:39][C:27]([O:28][C:29]([CH3:38])([CH3:37])[C:30]([O:32]C(C)(C)C)=[O:31])=[CH:26][CH:25]=1)[CH2:6][C:7]([NH:9][C:10]1[CH:15]=[CH:14][C:13]([CH:16]([CH3:18])[CH3:17])=[CH:12][C:11]=1[C:19]([F:22])([F:21])[F:20])=[O:8].[ClH:41].C(OCC)C. (4) Reactant: [CH3:1][O:2][C:3]1[CH:4]=[C:5]([O:23][C:24]2[CH:29]=[CH:28][C:27]([S:30]([CH3:33])(=[O:32])=[O:31])=[CH:26][CH:25]=2)[CH:6]=[C:7]2[C:11]=1[NH:10][C:9]([C:12]1[S:13][CH:14]([CH2:17][C:18]([O:20]CC)=[O:19])[CH2:15][N:16]=1)=[CH:8]2.O1CCCC1.CO.[OH-].[K+]. Product: [CH3:1][O:2][C:3]1[CH:4]=[C:5]([O:23][C:24]2[CH:29]=[CH:28][C:27]([S:30]([CH3:33])(=[O:32])=[O:31])=[CH:26][CH:25]=2)[CH:6]=[C:7]2[C:11]=1[NH:10][C:9]([C:12]1[S:13][CH:14]([CH2:17][C:18]([OH:20])=[O:19])[CH2:15][N:16]=1)=[CH:8]2. The catalyst class is: 6. (5) Reactant: [N+:1]([C:4]1[CH:8]=[CH:7][NH:6][N:5]=1)([O-:3])=[O:2].[H-].[Na+].[CH3:11][O:12][C:13]1[CH:20]=[CH:19][C:16]([CH2:17]Cl)=[CH:15][CH:14]=1. Product: [CH3:11][O:12][C:13]1[CH:20]=[CH:19][C:16]([CH2:17][N:6]2[CH:7]=[CH:8][C:4]([N+:1]([O-:3])=[O:2])=[N:5]2)=[CH:15][CH:14]=1. The catalyst class is: 9. (6) Reactant: [CH3:1][C:2]1[C:3](=[O:8])[CH2:4][CH2:5][CH2:6][CH:7]=1.[CH3:9]C1CCCCC1=O.BrN1C(=O)CCC1=O.[Li+].[Br-]. Product: [CH2:1]([CH:2]1[CH2:7][CH2:6][CH2:5][CH2:4][C:3]1=[O:8])[CH3:9]. The catalyst class is: 53.